The task is: Predict the reaction yield, written as a fraction of the theoretical maximum amount of product (1.0 means a 100% yield; for example, 0.34 means a 34% yield).. This data is from Reaction yield outcomes from USPTO patents with 853,638 reactions. (1) The reactants are [CH:1]1([CH:4]=O)[CH2:3][CH2:2]1.[Br:6][C:7]1[CH:8]=[C:9]([NH2:14])[C:10]([NH2:13])=[N:11][CH:12]=1. The catalyst is CC(O)=O.O1CCOCC1. The product is [Br:6][C:7]1[CH:8]=[C:9]2[NH:14][C:4]([CH:1]3[CH2:3][CH2:2]3)=[N:13][C:10]2=[N:11][CH:12]=1. The yield is 0.210. (2) The reactants are [CH2:1]1[C:5]2=[C:6]([CH:13]=O)[C:7]3[CH:8]=[CH:9][CH:10]=[CH:11][C:12]=3[N:4]2[CH2:3][CH2:2]1.[CH3:15][N:16]1C2C(=CC=CC=2)C(C)=C1C=O. No catalyst specified. The product is [CH3:15][NH:16][CH2:13][C:6]1[C:7]2[CH:8]=[CH:9][CH:10]=[CH:11][C:12]=2[N:4]2[CH2:3][CH2:2][CH2:1][C:5]=12. The yield is 0.540.